Predict the reactants needed to synthesize the given product. From a dataset of Full USPTO retrosynthesis dataset with 1.9M reactions from patents (1976-2016). (1) Given the product [F:31][C:32]1[CH:37]=[CH:36][CH:35]=[CH:34][C:33]=1[S:38]([NH:23][CH2:22][C:16]1([C:13]2[CH:14]=[CH:15][C:10]([O:9][CH2:8][CH2:7][CH2:6][N:1]3[CH2:5][CH2:4][CH2:3][CH2:2]3)=[CH:11][CH:12]=2)[CH2:17][CH2:18][O:19][CH2:20][CH2:21]1)(=[O:40])=[O:39], predict the reactants needed to synthesize it. The reactants are: [N:1]1([CH2:6][CH2:7][CH2:8][O:9][C:10]2[CH:15]=[CH:14][C:13]([C:16]3([CH2:22][NH2:23])[CH2:21][CH2:20][O:19][CH2:18][CH2:17]3)=[CH:12][CH:11]=2)[CH2:5][CH2:4][CH2:3][CH2:2]1.C(N(CC)CC)C.[F:31][C:32]1[CH:37]=[CH:36][CH:35]=[CH:34][C:33]=1[S:38](Cl)(=[O:40])=[O:39]. (2) The reactants are: [NH2:1][CH2:2][C:3]1[CH:31]=[CH:30][C:6]([C:7]([NH:9][C:10]2[CH:15]=[C:14]([Cl:16])[C:13]([Cl:17])=[CH:12][C:11]=2[N:18]2[CH2:23][CH2:22][N:21]([CH2:24][CH2:25][C:26]([F:29])([F:28])[F:27])[CH2:20][CH2:19]2)=[O:8])=[C:5]([F:32])[C:4]=1[F:33].[C:34](=O)(ON1C(=O)CCC1=O)[O:35]N1C(=O)CCC1=O.[NH:52]1[CH2:57][CH2:56][CH:55]([CH2:58][OH:59])[CH2:54][CH2:53]1. Given the product [Cl:17][C:13]1[C:14]([Cl:16])=[CH:15][C:10]([NH:9][C:7]([C:6]2[CH:30]=[CH:31][C:3]([CH2:2][NH:1][C:34]([N:52]3[CH2:57][CH2:56][CH:55]([CH2:58][OH:59])[CH2:54][CH2:53]3)=[O:35])=[C:4]([F:33])[C:5]=2[F:32])=[O:8])=[C:11]([N:18]2[CH2:23][CH2:22][N:21]([CH2:24][CH2:25][C:26]([F:28])([F:29])[F:27])[CH2:20][CH2:19]2)[CH:12]=1, predict the reactants needed to synthesize it. (3) Given the product [Cl:1][C:2]1[CH:3]=[C:4]([CH:21]=[CH:22][CH:23]=1)[CH2:5][NH:6][C:7]1[N:20]=[C:10]2[C:11]([O:18][CH3:19])=[CH:12][C:13]([C:15]([N:32]3[CH2:31][CH:30]4[N:27]([CH2:28][CH2:29]4)[C:26](=[O:33])[CH:25]3[CH3:24])=[O:17])=[CH:14][N:9]2[N:8]=1, predict the reactants needed to synthesize it. The reactants are: [Cl:1][C:2]1[CH:3]=[C:4]([CH:21]=[CH:22][CH:23]=1)[CH2:5][NH:6][C:7]1[N:20]=[C:10]2[C:11]([O:18][CH3:19])=[CH:12][C:13]([C:15]([OH:17])=O)=[CH:14][N:9]2[N:8]=1.[CH3:24][CH:25]1[NH:32][CH2:31][CH:30]2[N:27]([CH2:28][CH2:29]2)[C:26]1=[O:33].C(N(CC)C(C)C)(C)C.CN(C(ON1N=NC2C=CC=NC1=2)=[N+](C)C)C.F[P-](F)(F)(F)(F)F. (4) The reactants are: [NH:1]([C:3]1[N:12]=[C:11]([Cl:13])[CH:10]=[CH:9][C:4]=1[C:5]([O:7][CH3:8])=[O:6])[NH2:2].C(N(CC)CC)C.[C:21](Cl)(=[O:25])[CH:22]([CH3:24])[CH3:23]. Given the product [C:21]([NH:2][NH:1][C:3]1[N:12]=[C:11]([Cl:13])[CH:10]=[CH:9][C:4]=1[C:5]([O:7][CH3:8])=[O:6])(=[O:25])[CH:22]([CH3:24])[CH3:23], predict the reactants needed to synthesize it. (5) Given the product [F:11][C:5]1[CH:4]=[N:3][C:2]2[N:25]=[C:24]([CH2:23][O:22][CH2:21][CH2:20][C:16]3[CH:17]=[CH:18][CH:19]=[C:14]([F:13])[CH:15]=3)[NH:26][C:8](=[O:10])[C:7]=2[CH:6]=1, predict the reactants needed to synthesize it. The reactants are: F[C:2]1[C:7]([C:8]([OH:10])=O)=[CH:6][C:5]([F:11])=[CH:4][N:3]=1.Cl.[F:13][C:14]1[CH:15]=[C:16]([CH2:20][CH2:21][O:22][CH2:23][C:24]([NH2:26])=[NH:25])[CH:17]=[CH:18][CH:19]=1.